This data is from Full USPTO retrosynthesis dataset with 1.9M reactions from patents (1976-2016). The task is: Predict the reactants needed to synthesize the given product. Given the product [Br:1][C:2]1[CH:3]=[CH:4][C:5]([C:6]([N:13]2[CH2:14][CH2:15][CH2:11][CH2:12]2)=[O:8])=[CH:9][CH:10]=1, predict the reactants needed to synthesize it. The reactants are: [Br:1][C:2]1[CH:10]=[CH:9][C:5]([C:6]([OH:8])=O)=[CH:4][CH:3]=1.[CH3:11][CH2:12][N:13](CC)[CH2:14][CH3:15].CN(C(ON1N=NC2C=CC=NC1=2)=[N+](C)C)C.F[P-](F)(F)(F)(F)F.N1CCCC1.